This data is from Reaction yield outcomes from USPTO patents with 853,638 reactions. The task is: Predict the reaction yield, written as a fraction of the theoretical maximum amount of product (1.0 means a 100% yield; for example, 0.34 means a 34% yield). The reactants are Cl[C:2]1[C:3]([NH2:8])=[CH:4][N:5]=[N:6][CH:7]=1.[F:9][C:10]1([F:22])[CH2:14][CH2:13][N:12]([CH2:15][CH:16]2[CH2:21][CH2:20][NH:19][CH2:18][CH2:17]2)[CH2:11]1. The catalyst is CN1C(=O)CCC1. The product is [F:22][C:10]1([F:9])[CH2:14][CH2:13][N:12]([CH2:15][CH:16]2[CH2:21][CH2:20][N:19]([C:2]3[C:3]([NH2:8])=[CH:4][N:5]=[N:6][CH:7]=3)[CH2:18][CH2:17]2)[CH2:11]1. The yield is 0.230.